From a dataset of Forward reaction prediction with 1.9M reactions from USPTO patents (1976-2016). Predict the product of the given reaction. (1) Given the reactants Cl[C:2]1[C:3]2[CH2:16][CH2:15][N:14]([C:17]3[CH:22]=[CH:21][N:20]=[CH:19][CH:18]=3)[C:4]=2[N:5]=[C:6]([N:8]2[CH2:13][CH2:12][O:11][CH2:10][CH2:9]2)[N:7]=1.[C:23]([C:25]1[CH:26]=[C:27](B(O)O)[CH:28]=[CH:29][C:30]=1[F:31])#[N:24].COC1C=CC=C(OC)C=1C1C=CC=CC=1P(C1CCCCC1)C1CCCCC1.[OH-].[Na+], predict the reaction product. The product is: [F:31][C:30]1[CH:29]=[CH:28][C:27]([C:2]2[C:3]3[CH2:16][CH2:15][N:14]([C:17]4[CH:22]=[CH:21][N:20]=[CH:19][CH:18]=4)[C:4]=3[N:5]=[C:6]([N:8]3[CH2:13][CH2:12][O:11][CH2:10][CH2:9]3)[N:7]=2)=[CH:26][C:25]=1[C:23]#[N:24]. (2) Given the reactants [OH:1][CH2:2][CH2:3][C:4]1([CH2:10][CH2:11][OH:12])[CH2:9][CH2:8][CH2:7][CH2:6][CH2:5]1.C(N(CC)CC)C.[C:20]([Si:24]([C:32]1[CH:37]=[CH:36][CH:35]=[CH:34][CH:33]=1)([C:26]1[CH:31]=[CH:30][CH:29]=[CH:28][CH:27]=1)Cl)([CH3:23])([CH3:22])[CH3:21].C(Cl)(Cl)Cl, predict the reaction product. The product is: [O:1]([CH2:2][CH2:3][C:4]1([CH2:10][CH2:11][OH:12])[CH2:5][CH2:6][CH2:7][CH2:8][CH2:9]1)[Si:24]([C:20]([CH3:23])([CH3:22])[CH3:21])([C:32]1[CH:33]=[CH:34][CH:35]=[CH:36][CH:37]=1)[C:26]1[CH:31]=[CH:30][CH:29]=[CH:28][CH:27]=1. (3) Given the reactants [C:1]([O:5][C:6]([N:8]1[CH2:12][C:11](=[CH2:13])[CH2:10][C@H:9]1[C:14]([OH:16])=[O:15])=[O:7])([CH3:4])([CH3:3])[CH3:2], predict the reaction product. The product is: [C:1]([O:5][C:6]([N:8]1[CH2:12][CH:11]([CH3:13])[CH2:10][C@H:9]1[C:14]([OH:16])=[O:15])=[O:7])([CH3:2])([CH3:3])[CH3:4]. (4) Given the reactants C(OC[N:9]1[C:13]2[N:14]=[N:15][CH:16]=[C:17]([C:18]3[CH:19]=[N:20][N:21]([CH:23]([CH2:27][CH:28]4[CH2:30][CH2:29]4)[CH2:24][C:25]#[N:26])[CH:22]=3)[C:12]=2[CH:11]=[CH:10]1)(=O)C(C)(C)C.[OH-].[Na+], predict the reaction product. The product is: [N:14]1[C:13]2[NH:9][CH:10]=[CH:11][C:12]=2[C:17]([C:18]2[CH:19]=[N:20][N:21]([CH:23]([CH2:27][CH:28]3[CH2:30][CH2:29]3)[CH2:24][C:25]#[N:26])[CH:22]=2)=[CH:16][N:15]=1. (5) Given the reactants [CH2:1]([NH:3][C:4]([NH:6][C:7]1[CH:12]=[CH:11][C:10]([C:13]2[N:14]=[C:15]([N:23]3[CH2:28][CH2:27][O:26][CH2:25][C@@H:24]3[CH3:29])[C:16]3[CH2:22][CH2:21][NH:20][CH2:19][C:17]=3[N:18]=2)=[CH:9][CH:8]=1)=[O:5])[CH3:2].[C:30]([C:32]1[C:33](Cl)=[N:34][CH:35]=[CH:36][CH:37]=1)#[N:31], predict the reaction product. The product is: [C:30]([C:32]1[C:33]([N:20]2[CH2:21][CH2:22][C:16]3[C:15]([N:23]4[CH2:28][CH2:27][O:26][CH2:25][C@@H:24]4[CH3:29])=[N:14][C:13]([C:10]4[CH:9]=[CH:8][C:7]([NH:6][C:4]([NH:3][CH2:1][CH3:2])=[O:5])=[CH:12][CH:11]=4)=[N:18][C:17]=3[CH2:19]2)=[N:34][CH:35]=[CH:36][CH:37]=1)#[N:31].